From a dataset of Reaction yield outcomes from USPTO patents with 853,638 reactions. Predict the reaction yield, written as a fraction of the theoretical maximum amount of product (1.0 means a 100% yield; for example, 0.34 means a 34% yield). (1) The reactants are C[N:2](C)/[CH:3]=[CH:4]/[C:5]([C:7]1[CH:12]=[CH:11][CH:10]=[C:9]([C:13]([F:16])([F:15])[F:14])[CH:8]=1)=O.C(O)C.[NH2:21]N. No catalyst specified. The product is [F:14][C:13]([F:16])([F:15])[C:9]1[CH:8]=[C:7]([C:5]2[CH:4]=[CH:3][NH:2][N:21]=2)[CH:12]=[CH:11][CH:10]=1. The yield is 0.890. (2) The reactants are Cl.[Cl:2][C:3]1[CH:8]=[CH:7][C:6]([C:9]2[CH2:10][CH2:11][NH:12][CH2:13][CH:14]=2)=[CH:5][CH:4]=1.C(N(CC)CC)C.[C:22]([O:26][C:27](O[C:27]([O:26][C:22]([CH3:25])([CH3:24])[CH3:23])=[O:28])=[O:28])([CH3:25])([CH3:24])[CH3:23].C(N1CCC(=O)CC1)C1C=CC=CC=1.Cl. The catalyst is C(Cl)Cl.[Cl-].[Na+].O. The product is [C:22]([O:26][C:27]([N:12]1[CH2:11][CH:10]=[C:9]([C:6]2[CH:7]=[CH:8][C:3]([Cl:2])=[CH:4][CH:5]=2)[CH2:14][CH2:13]1)=[O:28])([CH3:25])([CH3:24])[CH3:23]. The yield is 0.930. (3) The reactants are [Cl:1][C:2]1[CH:7]=[CH:6][N:5]2[N:8]=[CH:9][C:10]([C:11](Cl)=[O:12])=[C:4]2[N:3]=1.[Cl:14][C:15]1[CH:16]=[CH:17][C:18]([O:35][CH:36]([F:38])[F:37])=[C:19]([C:21]2[N:25]([CH2:26][O:27][CH2:28][CH2:29][Si:30]([CH3:33])([CH3:32])[CH3:31])[N:24]=[CH:23][C:22]=2[NH2:34])[CH:20]=1.C(N(CC)CC)C. The catalyst is ClCCl. The product is [Cl:14][C:15]1[CH:16]=[CH:17][C:18]([O:35][CH:36]([F:37])[F:38])=[C:19]([C:21]2[N:25]([CH2:26][O:27][CH2:28][CH2:29][Si:30]([CH3:33])([CH3:31])[CH3:32])[N:24]=[CH:23][C:22]=2[NH:34][C:11]([C:10]2[CH:9]=[N:8][N:5]3[CH:6]=[CH:7][C:2]([Cl:1])=[N:3][C:4]=23)=[O:12])[CH:20]=1. The yield is 0.910.